From a dataset of Reaction yield outcomes from USPTO patents with 853,638 reactions. Predict the reaction yield, written as a fraction of the theoretical maximum amount of product (1.0 means a 100% yield; for example, 0.34 means a 34% yield). (1) The reactants are [N+:1]([C:4]1[CH:12]=[CH:11][CH:10]=[CH:9][C:5]=1[C:6](Cl)=[O:7])([O-:3])=[O:2].[NH2:13][C:14]1[CH:19]=[CH:18][C:17]([Br:20])=[CH:16][N:15]=1.N1C=CC=CC=1. The catalyst is C(Cl)Cl. The product is [Br:20][C:17]1[CH:18]=[CH:19][C:14]([NH:13][C:6]([C:5]2[CH:9]=[CH:10][CH:11]=[CH:12][C:4]=2[N+:1]([O-:3])=[O:2])=[O:7])=[N:15][CH:16]=1. The yield is 0.770. (2) The reactants are [CH3:1][N:2]([CH3:47])[CH2:3][C:4]([N:6]1[C:14]2[C:9](=[CH:10][C:11]([O:45][CH3:46])=[C:12]([NH:15][C:16]3[N:17]=[C:18]([NH:35][C:36]4[CH:44]=[CH:43][CH:42]=[CH:41][C:37]=4[C:38]([NH2:40])=[O:39])[C:19]4[CH:24]=[CH:23][N:22](S(C5C=CC(C)=CC=5)(=O)=O)[C:20]=4[N:21]=3)[CH:13]=2)[CH2:8][CH2:7]1)=[O:5].[OH-].[K+]. The catalyst is O1CCOCC1.CCOC(C)=O. The product is [CH3:1][N:2]([CH3:47])[CH2:3][C:4]([N:6]1[C:14]2[C:9](=[CH:10][C:11]([O:45][CH3:46])=[C:12]([NH:15][C:16]3[NH:21][C:20]4=[N:22][CH:23]=[CH:24][C:19]4=[C:18]([NH:35][C:36]4[CH:44]=[CH:43][CH:42]=[CH:41][C:37]=4[C:38]([NH2:40])=[O:39])[N:17]=3)[CH:13]=2)[CH2:8][CH2:7]1)=[O:5]. The yield is 0.740.